Dataset: Reaction yield outcomes from USPTO patents with 853,638 reactions. Task: Predict the reaction yield, written as a fraction of the theoretical maximum amount of product (1.0 means a 100% yield; for example, 0.34 means a 34% yield). (1) The reactants are [CH3:1][N:2]1[CH2:6][CH2:5][CH2:4][C@H:3]1[C:7]1[CH:8]=[C:9]([CH2:13][CH2:14][C:15]#[N:16])[CH:10]=[N:11][CH:12]=1.[H][H]. The catalyst is [Ni].N.CO. The product is [CH3:1][N:2]1[CH2:6][CH2:5][CH2:4][C@H:3]1[C:7]1[CH:8]=[C:9]([CH2:13][CH2:14][CH2:15][NH2:16])[CH:10]=[N:11][CH:12]=1. The yield is 0.880. (2) The reactants are COC1C=C(OC)C=CC=1C[NH:6][C:7]1[CH:12]=[CH:11][C:10]([C:13]2([CH3:19])[CH2:18][CH2:17][O:16][CH2:15][CH2:14]2)=[CH:9][N:8]=1.C(O)(C(F)(F)F)=O. The catalyst is C(Cl)Cl. The product is [CH3:19][C:13]1([C:10]2[CH:11]=[CH:12][C:7]([NH2:6])=[N:8][CH:9]=2)[CH2:14][CH2:15][O:16][CH2:17][CH2:18]1. The yield is 0.890.